This data is from Full USPTO retrosynthesis dataset with 1.9M reactions from patents (1976-2016). The task is: Predict the reactants needed to synthesize the given product. (1) Given the product [OH:28][B:24]1[C:23]2[CH:9]=[CH:10][C:11]([O:12][C:13]3[CH:14]=[CH:15][C:16]([CH:17]=[O:18])=[CH:19][CH:20]=3)=[CH:21][C:22]=2[CH2:26][O:25]1, predict the reactants needed to synthesize it. The reactants are: O1CCCCC1OC[C:9]1[CH:10]=[C:11]([CH:21]=[CH:22][C:23]=1[B:24]1[O:28]C(C)(C)[C:26](C)(C)[O:25]1)[O:12][C:13]1[CH:20]=[CH:19][C:16]([CH:17]=[O:18])=[CH:15][CH:14]=1.Cl.C([O-])(O)=O.[Na+]. (2) Given the product [C:29]([O:32][C:33]([NH:1][C:2]1[CH:7]=[CH:6][N:5]=[CH:4][C:3]=1[O:8][C:9]1[CH:10]=[N:11][CH:12]=[C:13]([CH:18]=1)[C:14]([O:16][CH3:17])=[O:15])=[O:34])([CH3:31])([CH3:30])[CH3:28], predict the reactants needed to synthesize it. The reactants are: [NH2:1][C:2]1[CH:7]=[CH:6][N:5]=[CH:4][C:3]=1[O:8][C:9]1[CH:10]=[N:11][CH:12]=[C:13]([CH:18]=1)[C:14]([O:16][CH3:17])=[O:15].C(N(C(C)C)CC)(C)C.[CH3:28][C:29]([O:32][C:33](O[C:33]([O:32][C:29]([CH3:31])([CH3:30])[CH3:28])=[O:34])=[O:34])([CH3:31])[CH3:30]. (3) Given the product [CH3:19][N:21]([CH3:22])[C:2]1[CH:10]=[CH:9][C:5]([C:6]([N:16]([O:17][CH3:18])[CH3:15])=[O:7])=[CH:4][C:3]=1[N+:11]([O-:13])=[O:12], predict the reactants needed to synthesize it. The reactants are: F[C:2]1[CH:10]=[CH:9][C:5]([C:6](O)=[O:7])=[CH:4][C:3]=1[N+:11]([O-:13])=[O:12].Cl.[CH3:15][NH:16][O:17][CH3:18].[CH2:19]([N:21](CC)[CH2:22]C)C.Cl.C(N=C=NCCCN(C)C)C.OC1C2N=NNC=2C=CC=1. (4) The reactants are: [C:1]([O:5][C:6]([NH:8][CH2:9][C:10]1[C:11]([C:28]2[CH:33]=[CH:32][C:31]([CH3:34])=[CH:30][CH:29]=2)=[C:12](/[CH:21]=[CH:22]/[C:23]([O:25]CC)=[O:24])[C:13]([CH3:20])=[N:14][C:15]=1[CH2:16][CH:17]([CH3:19])[CH3:18])=[O:7])([CH3:4])([CH3:3])[CH3:2].[OH-].[Na+].Cl. Given the product [C:1]([O:5][C:6]([NH:8][CH2:9][C:10]1[C:11]([C:28]2[CH:29]=[CH:30][C:31]([CH3:34])=[CH:32][CH:33]=2)=[C:12](/[CH:21]=[CH:22]/[C:23]([OH:25])=[O:24])[C:13]([CH3:20])=[N:14][C:15]=1[CH2:16][CH:17]([CH3:19])[CH3:18])=[O:7])([CH3:2])([CH3:3])[CH3:4], predict the reactants needed to synthesize it. (5) Given the product [CH3:21][O:22][C:2]1[CH:3]=[N:4][CH:5]=[CH:6][C:7]=1[C:8]1[S:9][C:10]2[CH:16]=[CH:15][C:14]([C:17]([F:20])([F:19])[F:18])=[CH:13][C:11]=2[N:12]=1, predict the reactants needed to synthesize it. The reactants are: F[C:2]1[CH:3]=[N:4][CH:5]=[CH:6][C:7]=1[C:8]1[S:9][C:10]2[CH:16]=[CH:15][C:14]([C:17]([F:20])([F:19])[F:18])=[CH:13][C:11]=2[N:12]=1.[C:21](=O)([O-])[O-:22].[K+].[K+].CO. (6) Given the product [S:11]1[C:3]2[CH2:4][CH2:5][CH2:6][CH2:7][C:2]=2[N:9]=[C:10]1[NH2:12], predict the reactants needed to synthesize it. The reactants are: Cl[CH:2]1[CH2:7][CH2:6][CH2:5][CH2:4][C:3]1=O.[NH2:9][C:10]([NH2:12])=[S:11]. (7) Given the product [CH2:1]([O:8][C:9](=[O:21])[N:10]([CH2:11][CH2:12][NH2:13])[CH3:20])[C:2]1[CH:7]=[CH:6][CH:5]=[CH:4][CH:3]=1, predict the reactants needed to synthesize it. The reactants are: [CH2:1]([O:8][C:9](=[O:21])[N:10]([CH3:20])[CH2:11][CH2:12][NH:13]C(=O)C(F)(F)F)[C:2]1[CH:7]=[CH:6][CH:5]=[CH:4][CH:3]=1.[Li+].[OH-]. (8) Given the product [Br:1][C:2]1[CH:3]=[C:4]([NH:5][C:9](=[O:11])[CH3:10])[CH:6]=[CH:7][CH:8]=1, predict the reactants needed to synthesize it. The reactants are: [Br:1][C:2]1[CH:3]=[C:4]([CH:6]=[CH:7][CH:8]=1)[NH2:5].[C:9](OC(=O)C)(=[O:11])[CH3:10].